From a dataset of NCI-60 drug combinations with 297,098 pairs across 59 cell lines. Regression. Given two drug SMILES strings and cell line genomic features, predict the synergy score measuring deviation from expected non-interaction effect. Drug 1: COC1=CC(=CC(=C1O)OC)C2C3C(COC3=O)C(C4=CC5=C(C=C24)OCO5)OC6C(C(C7C(O6)COC(O7)C8=CC=CS8)O)O. Drug 2: CCC1(CC2CC(C3=C(CCN(C2)C1)C4=CC=CC=C4N3)(C5=C(C=C6C(=C5)C78CCN9C7C(C=CC9)(C(C(C8N6C)(C(=O)OC)O)OC(=O)C)CC)OC)C(=O)OC)O.OS(=O)(=O)O. Cell line: OVCAR-8. Synergy scores: CSS=48.0, Synergy_ZIP=-3.07, Synergy_Bliss=-1.54, Synergy_Loewe=0.514, Synergy_HSA=1.13.